From a dataset of Reaction yield outcomes from USPTO patents with 853,638 reactions. Predict the reaction yield, written as a fraction of the theoretical maximum amount of product (1.0 means a 100% yield; for example, 0.34 means a 34% yield). The yield is 0.890. The reactants are [NH4+].[Cl-].CC[N:5](CC)CC.[C:10]([O:14][C:15]([N:17]1[CH2:37][CH2:36][C:20]2([C:25]3=[CH:26][CH:27]=[CH:28][N:24]3[C:23]3[CH:29]=[CH:30][C:31]([C:33]([OH:35])=O)=[CH:32][C:22]=3[O:21]2)[CH2:19][CH2:18]1)=[O:16])([CH3:13])([CH3:12])[CH3:11].CN(C(ON1N=NC2C=CC=NC1=2)=[N+](C)C)C.F[P-](F)(F)(F)(F)F. The product is [C:33]([C:31]1[CH:30]=[CH:29][C:23]2[N:24]3[CH:28]=[CH:27][CH:26]=[C:25]3[C:20]3([CH2:19][CH2:18][N:17]([C:15]([O:14][C:10]([CH3:13])([CH3:12])[CH3:11])=[O:16])[CH2:37][CH2:36]3)[O:21][C:22]=2[CH:32]=1)(=[O:35])[NH2:5]. The catalyst is CN(C=O)C.C(OCC)(=O)C.